This data is from NCI-60 drug combinations with 297,098 pairs across 59 cell lines. The task is: Regression. Given two drug SMILES strings and cell line genomic features, predict the synergy score measuring deviation from expected non-interaction effect. (1) Drug 1: CC1OCC2C(O1)C(C(C(O2)OC3C4COC(=O)C4C(C5=CC6=C(C=C35)OCO6)C7=CC(=C(C(=C7)OC)O)OC)O)O. Drug 2: C1=NC2=C(N=C(N=C2N1C3C(C(C(O3)CO)O)O)F)N. Cell line: SN12C. Synergy scores: CSS=30.5, Synergy_ZIP=-10.7, Synergy_Bliss=-1.15, Synergy_Loewe=-7.58, Synergy_HSA=0.113. (2) Drug 1: CC1=C2C(C(=O)C3(C(CC4C(C3C(C(C2(C)C)(CC1OC(=O)C(C(C5=CC=CC=C5)NC(=O)C6=CC=CC=C6)O)O)OC(=O)C7=CC=CC=C7)(CO4)OC(=O)C)O)C)OC(=O)C. Drug 2: C1=CC=C(C(=C1)C(C2=CC=C(C=C2)Cl)C(Cl)Cl)Cl. Cell line: CAKI-1. Synergy scores: CSS=19.7, Synergy_ZIP=-1.57, Synergy_Bliss=0.882, Synergy_Loewe=-20.7, Synergy_HSA=0.0965. (3) Drug 1: CS(=O)(=O)CCNCC1=CC=C(O1)C2=CC3=C(C=C2)N=CN=C3NC4=CC(=C(C=C4)OCC5=CC(=CC=C5)F)Cl. Drug 2: C(=O)(N)NO. Cell line: SF-295. Synergy scores: CSS=-1.83, Synergy_ZIP=0.919, Synergy_Bliss=1.21, Synergy_Loewe=-3.65, Synergy_HSA=-2.35. (4) Drug 1: C1CCN(CC1)CCOC2=CC=C(C=C2)C(=O)C3=C(SC4=C3C=CC(=C4)O)C5=CC=C(C=C5)O. Drug 2: CC1=C(C(CCC1)(C)C)C=CC(=CC=CC(=CC(=O)O)C)C. Cell line: SF-295. Synergy scores: CSS=-0.549, Synergy_ZIP=0.171, Synergy_Bliss=-3.54, Synergy_Loewe=-4.31, Synergy_HSA=-4.97. (5) Drug 1: CCCS(=O)(=O)NC1=C(C(=C(C=C1)F)C(=O)C2=CNC3=C2C=C(C=N3)C4=CC=C(C=C4)Cl)F. Drug 2: C1=CC(=CC=C1C#N)C(C2=CC=C(C=C2)C#N)N3C=NC=N3. Cell line: BT-549. Synergy scores: CSS=2.82, Synergy_ZIP=2.25, Synergy_Bliss=6.51, Synergy_Loewe=3.11, Synergy_HSA=3.78.